From a dataset of Forward reaction prediction with 1.9M reactions from USPTO patents (1976-2016). Predict the product of the given reaction. (1) Given the reactants C(OC([NH:8][CH2:9][CH2:10][O:11][C:12]1[CH:21]=[CH:20][C:15]([C:16]([O:18][CH3:19])=[O:17])=[CH:14][C:13]=1[C:22]([O:24]C)=O)=O)(C)(C)C.C(O)(C(F)(F)F)=O.C1(C)C=CC=CC=1.CCN(CC)CC, predict the reaction product. The product is: [O:24]=[C:22]1[C:13]2[CH:14]=[C:15]([C:16]([O:18][CH3:19])=[O:17])[CH:20]=[CH:21][C:12]=2[O:11][CH2:10][CH2:9][NH:8]1. (2) Given the reactants [NH2:1][CH2:2][C:3]1[N:4]=[CH:5][C:6]([CH2:9][N:10]2[C:15]([CH3:16])=[CH:14][C:13]([O:17][CH2:18][C:19]3[CH:24]=[CH:23][C:22]([F:25])=[CH:21][C:20]=3[F:26])=[C:12]([Br:27])[C:11]2=[O:28])=[N:7][CH:8]=1.C(N(CC)C(C)C)(C)C.[C:38](OC(=O)C)(=[O:40])[CH3:39], predict the reaction product. The product is: [Br:27][C:12]1[C:11](=[O:28])[N:10]([CH2:9][C:6]2[N:7]=[CH:8][C:3]([CH2:2][NH:1][C:38](=[O:40])[CH3:39])=[N:4][CH:5]=2)[C:15]([CH3:16])=[CH:14][C:13]=1[O:17][CH2:18][C:19]1[CH:24]=[CH:23][C:22]([F:25])=[CH:21][C:20]=1[F:26]. (3) Given the reactants [C:1]([O:5][CH:6]([C:11]1[N:16]([CH3:17])[C:15](=[O:18])[C:14]2[NH:19][CH:20]=[CH:21][C:13]=2[C:12]=1[C:22]1[CH:27]=[CH:26][C:25]([CH3:28])=[CH:24][CH:23]=1)[C:7]([O:9][CH3:10])=[O:8])([CH3:4])([CH3:3])[CH3:2].C([O-])([O-])=O.[Cs+].[Cs+].[CH3:35][S:36]([C:39]1[CH:46]=[CH:45][C:42]([CH2:43]Br)=[CH:41][CH:40]=1)(=[O:38])=[O:37], predict the reaction product. The product is: [C:1]([O:5][CH:6]([C:11]1[N:16]([CH3:17])[C:15](=[O:18])[C:14]2[N:19]([CH2:43][C:42]3[CH:41]=[CH:40][C:39]([S:36]([CH3:35])(=[O:38])=[O:37])=[CH:46][CH:45]=3)[CH:20]=[CH:21][C:13]=2[C:12]=1[C:22]1[CH:27]=[CH:26][C:25]([CH3:28])=[CH:24][CH:23]=1)[C:7]([O:9][CH3:10])=[O:8])([CH3:4])([CH3:3])[CH3:2].